From a dataset of Catalyst prediction with 721,799 reactions and 888 catalyst types from USPTO. Predict which catalyst facilitates the given reaction. Reactant: C(OC([NH:8][CH2:9][C:10]#[C:11][C:12]1[C:20]2[C:15](=[CH:16][C:17]([OH:24])=[C:18]([C:21]([OH:23])=[O:22])[CH:19]=2)[N:14]([CH3:25])[C:13]=1[C:26]1[CH:31]=[CH:30][CH:29]=[CH:28][C:27]=1[C:32]([F:35])([F:34])[F:33])=O)(C)(C)C.[C:36]([OH:42])([C:38]([F:41])([F:40])[F:39])=[O:37]. Product: [NH2:8][CH2:9][CH2:10][C:11]([C:12]1[C:20]2[C:15](=[CH:16][C:17]([OH:24])=[C:18]([C:21]([OH:23])=[O:22])[CH:19]=2)[N:14]([CH3:25])[C:13]=1[C:26]1[CH:31]=[CH:30][CH:29]=[CH:28][C:27]=1[C:32]([F:35])([F:33])[F:34])=[O:37].[C:36]([OH:42])([C:38]([F:41])([F:40])[F:39])=[O:37]. The catalyst class is: 2.